From a dataset of KCNQ2 potassium channel screen with 302,405 compounds. Binary Classification. Given a drug SMILES string, predict its activity (active/inactive) in a high-throughput screening assay against a specified biological target. (1) The compound is O=C(N1CCN(C2CCCC2)CC1)Cn1c(c(cc1c1ccccc1)C(=O)C)C. The result is 0 (inactive). (2) The drug is Fc1c(NC(=O)N2CC(CCC2)C(=O)c2cc3OCOc3cc2)ccc(F)c1. The result is 0 (inactive). (3) The compound is Clc1ccc(c2n3c(CCC3)c(c2C(OC)=O)C(OC)=O)cc1. The result is 0 (inactive).